This data is from Reaction yield outcomes from USPTO patents with 853,638 reactions. The task is: Predict the reaction yield, written as a fraction of the theoretical maximum amount of product (1.0 means a 100% yield; for example, 0.34 means a 34% yield). (1) The reactants are [F:1][C:2]1[CH:3]=[C:4]([CH:9]=[CH:10][C:11]=1[O:12][C:13]1[CH:18]=[CH:17][C:16]([B:19]2[O:23][C:22](C)(C)C(C)(C)[O:20]2)=[C:15](C=O)[CH:14]=1)[C:5]([O:7][CH3:8])=[O:6].[BH4-].[Na+]. The catalyst is CO. The product is [F:1][C:2]1[CH:3]=[C:4]([C:5]([O:7][CH3:8])=[O:6])[CH:9]=[CH:10][C:11]=1[O:12][C:13]1[CH:14]=[CH:15][C:16]2[B:19]([OH:20])[O:23][CH2:22][C:17]=2[CH:18]=1. The yield is 0.560. (2) The reactants are [F:1][C:2]1[CH:7]=[CH:6][C:5](B2OC(C)(C)C(C)(C)O2)=[CH:4][C:3]=1[C:17]1[CH:22]=[CH:21][C:20]([S:23]([NH:26][CH3:27])(=[O:25])=[O:24])=[CH:19][CH:18]=1.Cl[C:29]1[C:30]2[N:37]=[CH:36][N:35]([CH:38]([CH3:40])[CH3:39])[C:31]=2[N:32]=[N:33][CH:34]=1.C([O-])([O-])=O.[Na+].[Na+]. The catalyst is O1CCOCC1.CCOC(C)=O.O. The product is [F:1][C:2]1[CH:7]=[CH:6][C:5]([C:29]2[C:30]3[N:37]=[CH:36][N:35]([CH:38]([CH3:40])[CH3:39])[C:31]=3[N:32]=[N:33][CH:34]=2)=[CH:4][C:3]=1[C:17]1[CH:18]=[CH:19][C:20]([S:23]([NH:26][CH3:27])(=[O:24])=[O:25])=[CH:21][CH:22]=1. The yield is 0.820.